Task: Predict the product of the given reaction.. Dataset: Forward reaction prediction with 1.9M reactions from USPTO patents (1976-2016) Given the reactants [F:1][C:2]([F:12])([F:11])[C:3]1[CH:8]=[CH:7][CH:6]=[CH:5][C:4]=1[CH2:9]O.[BrH:13], predict the reaction product. The product is: [Br:13][CH2:9][C:4]1[CH:5]=[CH:6][CH:7]=[CH:8][C:3]=1[C:2]([F:12])([F:11])[F:1].